Dataset: NCI-60 drug combinations with 297,098 pairs across 59 cell lines. Task: Regression. Given two drug SMILES strings and cell line genomic features, predict the synergy score measuring deviation from expected non-interaction effect. (1) Drug 1: C1=NC2=C(N=C(N=C2N1C3C(C(C(O3)CO)O)O)F)N. Drug 2: CC1CCC2CC(C(=CC=CC=CC(CC(C(=O)C(C(C(=CC(C(=O)CC(OC(=O)C3CCCCN3C(=O)C(=O)C1(O2)O)C(C)CC4CCC(C(C4)OC)OCCO)C)C)O)OC)C)C)C)OC. Cell line: MCF7. Synergy scores: CSS=2.82, Synergy_ZIP=0.884, Synergy_Bliss=2.44, Synergy_Loewe=-2.24, Synergy_HSA=-1.64. (2) Drug 1: CCC1(CC2CC(C3=C(CCN(C2)C1)C4=CC=CC=C4N3)(C5=C(C=C6C(=C5)C78CCN9C7C(C=CC9)(C(C(C8N6C=O)(C(=O)OC)O)OC(=O)C)CC)OC)C(=O)OC)O.OS(=O)(=O)O. Drug 2: C1C(C(OC1N2C=NC3=C(N=C(N=C32)Cl)N)CO)O. Cell line: OVCAR-4. Synergy scores: CSS=9.03, Synergy_ZIP=-2.50, Synergy_Bliss=-1.85, Synergy_Loewe=-1.05, Synergy_HSA=-0.738. (3) Drug 1: C1=C(C(=O)NC(=O)N1)N(CCCl)CCCl. Drug 2: C1=NC2=C(N=C(N=C2N1C3C(C(C(O3)CO)O)O)F)N. Synergy scores: CSS=17.2, Synergy_ZIP=-6.05, Synergy_Bliss=1.33, Synergy_Loewe=0.521, Synergy_HSA=1.37. Cell line: UO-31.